This data is from Full USPTO retrosynthesis dataset with 1.9M reactions from patents (1976-2016). The task is: Predict the reactants needed to synthesize the given product. (1) Given the product [C:2]([O:6][N:7]=[C:10]([CH2:9][Cl:8])[CH3:11])([CH3:5])([CH3:4])[CH3:3], predict the reactants needed to synthesize it. The reactants are: Cl.[C:2]([O:6][NH2:7])([CH3:5])([CH3:4])[CH3:3].[Cl:8][CH2:9][C:10](=O)[CH3:11].C(OCC)C. (2) Given the product [OH:25][C:26]1[C:27]([C:32]2[O:34][N:4]=[C:3]([C:5]3[CH:13]=[CH:12][C:11]4[N:10]5[CH2:14][CH2:15][CH:16]([CH2:17][C:18]([OH:20])=[O:19])[C:9]5=[CH:8][C:7]=4[CH:6]=3)[N:2]=2)=[N:28][CH:29]=[CH:30][CH:31]=1, predict the reactants needed to synthesize it. The reactants are: O[N:2]=[C:3]([C:5]1[CH:13]=[CH:12][C:11]2[N:10]3[CH2:14][CH2:15][CH:16]([CH2:17][C:18]([O:20]C(C)(C)C)=[O:19])[C:9]3=[CH:8][C:7]=2[CH:6]=1)[NH2:4].[OH:25][C:26]1[C:27]([C:32]([OH:34])=O)=[N:28][CH:29]=[CH:30][CH:31]=1. (3) Given the product [C:15]([C:4]1[CH:5]=[C:6]2[C:10](=[C:2]([C:21]3[CH:20]=[CH:19][C:18]([Cl:17])=[CH:23][C:22]=3[Cl:24])[CH:3]=1)[N:9]([CH3:11])[C:8]([C:12]([NH2:14])=[O:13])=[CH:7]2)#[N:16], predict the reactants needed to synthesize it. The reactants are: Br[C:2]1[CH:3]=[C:4]([C:15]#[N:16])[CH:5]=[C:6]2[C:10]=1[N:9]([CH3:11])[C:8]([C:12]([NH2:14])=[O:13])=[CH:7]2.[Cl:17][C:18]1[CH:23]=[C:22]([Cl:24])[CH:21]=[CH:20][C:19]=1B(O)O. (4) Given the product [C:15]([N:12]1[CH2:13][CH2:14][CH:9]([NH2:8])[CH2:10][CH2:11]1)([CH3:18])([CH3:16])[CH3:17], predict the reactants needed to synthesize it. The reactants are: C([NH:8][CH:9]1[CH2:14][CH2:13][N:12]([C:15]([CH3:18])([CH3:17])[CH3:16])[CH2:11][CH2:10]1)C1C=CC=CC=1. (5) Given the product [CH2:1]([N:3]1[CH2:8][C:7]([CH3:9])([CH3:10])[O:6][C:5](=[O:11])[CH:4]1[CH2:12][C:13]([NH:60][C:58]1[S:57][N:56]=[C:55]([C:49]2[CH:54]=[CH:53][CH:52]=[CH:51][CH:50]=2)[N:59]=1)=[O:15])[CH3:2], predict the reactants needed to synthesize it. The reactants are: [CH2:1]([N:3]1[CH2:8][C:7]([CH3:10])([CH3:9])[O:6][C:5](=[O:11])[CH:4]1[CH2:12][C:13]([OH:15])=O)[CH3:2].C(N(C(C)C)CC)(C)C.CN(C(ON1N=NC2C=CC=NC1=2)=[N+](C)C)C.F[P-](F)(F)(F)(F)F.[C:49]1([C:55]2[N:59]=[C:58]([NH2:60])[S:57][N:56]=2)[CH:54]=[CH:53][CH:52]=[CH:51][CH:50]=1.